This data is from Forward reaction prediction with 1.9M reactions from USPTO patents (1976-2016). The task is: Predict the product of the given reaction. (1) The product is: [CH3:47][O:48][C@@H:41]([C@@H:36]1[CH2:34][CH2:35][CH2:33][N:32]1[C:30]([O:29][C:25]([CH3:26])([CH3:27])[CH3:28])=[O:31])[C@@H:40]([CH3:39])[C:6]([NH:7][C@@:8]1([C:9]([N:11]2[CH2:16][CH2:15][CH2:14][CH2:13][O:12]2)=[O:10])[CH2:52][C@@H:17]1[C:18]1[CH:19]=[CH:20][CH:21]=[CH:22][CH:23]=1)=[O:24]. Given the reactants C(O[C:6](=[O:24])[NH:7][C@@H:8]([CH2:17][C:18]1[CH:23]=[CH:22][CH:21]=[CH:20][CH:19]=1)[C:9]([N:11]1[CH2:16][CH2:15][CH2:14][CH2:13][O:12]1)=[O:10])(C)(C)C.[C:25]([O:29][C:30]([NH:32][C@@:33]1(C(O)=O)[CH2:35][C@@H:34]1[C:36]1[CH:41]=[CH:40][CH:39]=CC=1)=[O:31])([CH3:28])([CH3:27])[CH3:26].FC(F)(F)[C:47](O)=[O:48].[CH2:52](OC(N[C@H](C(N(C)[C@@H]([C@@H](C)CC)[C@H](OC)CC(OC(C)(C)C)=O)=O)C(C)C)=O)C1C=CC=CC=1, predict the reaction product. (2) Given the reactants Cl.[F:2][C:3]1[CH:4]=[C:5]([CH:17]=[C:18]([F:21])[C:19]=1[F:20])[CH2:6][CH:7]1[CH2:12][CH:11]([C:13]([O:15][CH3:16])=[O:14])[CH2:10][CH2:9][NH:8]1.CCN(C(C)C)C(C)C.[C:31](Cl)(=[O:34])[O:32][CH3:33], predict the reaction product. The product is: [F:21][C:18]1[CH:17]=[C:5]([CH:4]=[C:3]([F:2])[C:19]=1[F:20])[CH2:6][CH:7]1[CH2:12][CH:11]([C:13]([O:15][CH3:16])=[O:14])[CH2:10][CH2:9][N:8]1[C:31]([O:32][CH3:33])=[O:34]. (3) Given the reactants S(Cl)([Cl:3])=O.[CH2:5]([O:7][C:8]([C:10]1[CH:15]=[CH:14][C:13]([CH:16]2[CH2:21][CH2:20][N:19](C(OC(C)(C)C)=O)[CH2:18][CH2:17]2)=[CH:12][CH:11]=1)=[O:9])[CH3:6], predict the reaction product. The product is: [ClH:3].[NH:19]1[CH2:20][CH2:21][CH:16]([C:13]2[CH:14]=[CH:15][C:10]([C:8]([O:7][CH2:5][CH3:6])=[O:9])=[CH:11][CH:12]=2)[CH2:17][CH2:18]1. (4) Given the reactants Cl[C:2]1[CH:7]=[C:6]([CH2:8][OH:9])[CH:5]=[C:4]([C:10]([F:13])([F:12])[F:11])[N:3]=1.CC1(C)OB([C:20]2[CH:21]=[N:22][C:23]([C:26]([F:29])([F:28])[F:27])=[N:24][CH:25]=2)OC1(C)C.C(=O)([O-])[O-].[K+].[K+], predict the reaction product. The product is: [F:11][C:10]([F:13])([F:12])[C:4]1[CH:5]=[C:6]([CH2:8][OH:9])[CH:7]=[C:2]([C:20]2[CH:21]=[N:22][C:23]([C:26]([F:29])([F:28])[F:27])=[N:24][CH:25]=2)[N:3]=1. (5) The product is: [Cl:1][C:2]1[N:3]([CH2:25][C@:22]([OH:23])([CH3:24])[CH2:21][O:20][S:17]([C:14]2[CH:15]=[CH:16][C:11]([CH3:10])=[CH:12][CH:13]=2)(=[O:19])=[O:18])[CH:4]=[C:5]([N+:7]([O-:9])=[O:8])[N:6]=1. Given the reactants [Cl:1][C:2]1[NH:3][CH:4]=[C:5]([N+:7]([O-:9])=[O:8])[N:6]=1.[CH3:10][C:11]1[CH:16]=[CH:15][C:14]([S:17]([O:20][CH2:21][C@@:22]2([CH3:25])[CH2:24][O:23]2)(=[O:19])=[O:18])=[CH:13][CH:12]=1, predict the reaction product. (6) Given the reactants [F:1][C:2]([F:35])([F:34])[C:3]1[CH:4]=[C:5]([CH2:13][C:14]([NH:16][C:17]2[C:18]([C:28]3[CH:33]=[CH:32][CH:31]=[CH:30][CH:29]=3)=[C:19]3[C:24](=[CH:25][CH:26]=2)[N:23]=[C:22]([CH3:27])[CH:21]=[CH:20]3)=O)[CH:6]=[C:7]([C:9]([F:12])([F:11])[F:10])[CH:8]=1, predict the reaction product. The product is: [F:34][C:2]([F:1])([F:35])[C:3]1[CH:4]=[C:5]([CH2:13][CH2:14][NH:16][C:17]2[C:18]([C:28]3[CH:29]=[CH:30][CH:31]=[CH:32][CH:33]=3)=[C:19]3[C:24](=[CH:25][CH:26]=2)[N:23]=[C:22]([CH3:27])[CH:21]=[CH:20]3)[CH:6]=[C:7]([C:9]([F:10])([F:11])[F:12])[CH:8]=1. (7) Given the reactants [C:1]([NH:4][C:5]1[S:6][C:7]([C:11]2[S:15][C:14]([S:16](Cl)(=[O:18])=[O:17])=[CH:13][CH:12]=2)=[C:8]([CH3:10])[N:9]=1)(=[O:3])[CH3:2].[CH2:20]([CH2:22][NH2:23])[OH:21].CCN(C(C)C)C(C)C, predict the reaction product. The product is: [OH:21][CH2:20][CH2:22][NH:23][S:16]([C:14]1[S:15][C:11]([C:7]2[S:6][C:5]([NH:4][C:1](=[O:3])[CH3:2])=[N:9][C:8]=2[CH3:10])=[CH:12][CH:13]=1)(=[O:18])=[O:17]. (8) The product is: [CH2:15]([N:22]1[C:30]2[C:29]([O:14][C:5]3[C:4]([CH3:3])=[CH:9][C:8]([N+:10]([O-:12])=[O:11])=[CH:7][C:6]=3[CH3:13])=[N:28][C:27]([Cl:32])=[N:26][C:25]=2[CH:24]=[CH:23]1)[C:16]1[CH:17]=[CH:18][CH:19]=[CH:20][CH:21]=1. Given the reactants [H-].[Na+].[CH3:3][C:4]1[CH:9]=[C:8]([N+:10]([O-:12])=[O:11])[CH:7]=[C:6]([CH3:13])[C:5]=1[OH:14].[CH2:15]([N:22]1[C:30]2[C:29](Cl)=[N:28][C:27]([Cl:32])=[N:26][C:25]=2[CH:24]=[CH:23]1)[C:16]1[CH:21]=[CH:20][CH:19]=[CH:18][CH:17]=1, predict the reaction product. (9) Given the reactants Br[C:2]1[CH:3]=[N:4][C:5]([NH:8][C:9]2[CH:14]=[CH:13][C:12]([CH:15]([CH2:19][OH:20])[C:16]([OH:18])=[O:17])=[CH:11][CH:10]=2)=[N:6][CH:7]=1.[F:21][CH:22]([F:39])[O:23][C:24]1[CH:29]=[CH:28][C:27](B2OC(C)(C)C(C)(C)O2)=[CH:26][CH:25]=1.C([O-])([O-])=O.[Na+].[Na+], predict the reaction product. The product is: [F:21][CH:22]([F:39])[O:23][C:24]1[CH:29]=[CH:28][C:27]([C:2]2[CH:3]=[N:4][C:5]([NH:8][C:9]3[CH:14]=[CH:13][C:12]([CH:15]([CH2:19][OH:20])[C:16]([OH:18])=[O:17])=[CH:11][CH:10]=3)=[N:6][CH:7]=2)=[CH:26][CH:25]=1.